Task: Predict which catalyst facilitates the given reaction.. Dataset: Catalyst prediction with 721,799 reactions and 888 catalyst types from USPTO (1) Reactant: CC(C)[O-:3].[Al+3:5].CC(C)[O-:8].CC(C)[O-:12]. Product: [O-2:3].[O-2:8].[O-2:12].[Al+3:5].[Al+3:5].[OH-:3].[Al+3:5].[OH-:3].[OH-:3]. The catalyst class is: 6. (2) Reactant: C(=O)([O-])[O-].[Cs+].[Cs+].[Br:7][C:8]1[CH:9]=[C:10]([C:15]([OH:17])=[O:16])[C:11]([OH:14])=[N:12][CH:13]=1.I[CH2:19][CH3:20].[CH2:21](O)[CH3:22]. Product: [Br:7][C:8]1[CH:9]=[C:10]([C:15]([O:17][CH2:19][CH3:20])=[O:16])[C:11](=[O:14])[N:12]([CH2:21][CH3:22])[CH:13]=1. The catalyst class is: 5.